From a dataset of Catalyst prediction with 721,799 reactions and 888 catalyst types from USPTO. Predict which catalyst facilitates the given reaction. Reactant: C1C(=O)N([Br:8])C(=O)C1.[Cl:9][C:10]1[CH:15]=[CH:14][N:13]=[C:12]([NH:16][C:17](=[O:22])[C:18]([CH3:21])([CH3:20])[CH3:19])[CH:11]=1. Product: [Br:8][C:15]1[C:10]([Cl:9])=[CH:11][C:12]([NH:16][C:17](=[O:22])[C:18]([CH3:19])([CH3:21])[CH3:20])=[N:13][CH:14]=1. The catalyst class is: 10.